Dataset: Full USPTO retrosynthesis dataset with 1.9M reactions from patents (1976-2016). Task: Predict the reactants needed to synthesize the given product. (1) Given the product [F:1][C:2]1[CH:3]=[N:4][N:5]([C:7]2([C:10]([OH:12])=[O:11])[CH2:9][CH2:8]2)[CH:6]=1, predict the reactants needed to synthesize it. The reactants are: [F:1][C:2]1[CH:3]=[N:4][N:5]([C:7]2([C:10]([O:12]CC3C=CC=CC=3)=[O:11])[CH2:9][CH2:8]2)[CH:6]=1. (2) Given the product [Cl:40][CH2:41][CH2:42][CH2:43][S:44]([NH:1][CH2:2][C:3]1[C:11]2[S:10](=[O:13])(=[O:12])[N:9]=[C:8]([C:14]3[C:15](=[O:32])[C@@:16]([CH2:26][CH2:27][C:28]([CH3:31])([CH3:30])[CH3:29])([CH3:25])[C:17]4[C:22](=[CH:21][CH:20]=[CH:19][CH:18]=4)[C:23]=3[OH:24])[NH:7][C:6]=2[S:5][CH:4]=1)(=[O:46])=[O:45], predict the reactants needed to synthesize it. The reactants are: [NH2:1][CH2:2][C:3]1[C:11]2[S:10](=[O:13])(=[O:12])[N:9]=[C:8]([C:14]3[C:15](=[O:32])[C@@:16]([CH2:26][CH2:27][C:28]([CH3:31])([CH3:30])[CH3:29])([CH3:25])[C:17]4[C:22]([C:23]=3[OH:24])=[CH:21][CH:20]=[CH:19][CH:18]=4)[NH:7][C:6]=2[S:5][CH:4]=1.C(N(CC)CC)C.[Cl:40][CH2:41][CH2:42][CH2:43][S:44](Cl)(=[O:46])=[O:45]. (3) Given the product [Cl:8][C:6]1[N:5]=[CH:4][N:3]=[C:2]([NH:18][C:19]2[CH:20]=[C:21]([CH2:25][C:26]([NH2:28])=[O:27])[CH:22]=[CH:23][CH:24]=2)[N:7]=1, predict the reactants needed to synthesize it. The reactants are: Cl[C:2]1[N:7]=[C:6]([Cl:8])[N:5]=[CH:4][N:3]=1.CCN(C(C)C)C(C)C.[NH2:18][C:19]1[CH:20]=[C:21]([CH2:25][C:26]([NH2:28])=[O:27])[CH:22]=[CH:23][CH:24]=1. (4) Given the product [ClH:60].[NH2:1][C@H:2]1[CH2:6][CH2:5][CH2:4][C@@H:3]1[NH:7][C:8](=[O:14])[C:21]1[CH:25]=[CH:26][CH:27]=[CH:28][C:20]=1[N:16]1[N:15]=[CH:19][CH:18]=[N:17]1, predict the reactants needed to synthesize it. The reactants are: [NH2:1][C@H:2]1[CH2:6][CH2:5][CH2:4][C@@H:3]1[NH:7][C:8](=[O:14])OC(C)(C)C.[N:15]1[N:16]([C:20]2[CH:28]=[CH:27][CH:26]=[CH:25][C:21]=2C(O)=O)[N:17]=[CH:18][CH:19]=1.CN(C(ON1N=NC2C=CC=NC1=2)=[N+](C)C)C.F[P-](F)(F)(F)(F)F.C(N(CC)CC)C.[ClH:60]. (5) Given the product [C:3]([C:6]1[N:11]=[C:10]([C:12]2[CH:13]=[CH:14][C:15]([C:18]3[CH:23]=[C:22]([Cl:24])[C:21]([CH2:25][C:26]([OH:28])=[O:27])=[CH:20][C:19]=3[Cl:30])=[CH:16][CH:17]=2)[C:9]([CH3:31])=[N:8][C:7]=1[CH3:32])(=[O:5])[NH2:4], predict the reactants needed to synthesize it. The reactants are: [OH-].[K+].[C:3]([C:6]1[N:11]=[C:10]([C:12]2[CH:17]=[CH:16][C:15]([C:18]3[CH:23]=[C:22]([Cl:24])[C:21]([CH2:25][C:26]([O:28]C)=[O:27])=[CH:20][C:19]=3[Cl:30])=[CH:14][CH:13]=2)[C:9]([CH3:31])=[N:8][C:7]=1[CH3:32])(=[O:5])[NH2:4].Cl. (6) The reactants are: Br[C:2]1[CH:7]=[C:6]([O:8][CH3:9])[CH:5]=[C:4]([Br:10])[CH:3]=1.[Li]CCCC.CCCCCC.[CH3:22][C:23]([CH3:25])=[O:24]. Given the product [Br:10][C:4]1[CH:3]=[C:2]([C:23]([OH:24])([CH3:25])[CH3:22])[CH:7]=[C:6]([O:8][CH3:9])[CH:5]=1, predict the reactants needed to synthesize it. (7) Given the product [NH2:11][CH2:10][P:9](=[O:28])([C:22]1[CH:23]=[CH:24][CH:25]=[CH:26][CH:27]=1)[C:3]1[CH:8]=[CH:7][CH:6]=[CH:5][CH:4]=1, predict the reactants needed to synthesize it. The reactants are: [PH3]=O.[C:3]1([P:9](=[O:28])([C:22]2[CH:27]=[CH:26][CH:25]=[CH:24][CH:23]=2)[CH2:10][N:11]2C(=O)C3=CC=CC=C3C2=O)[CH:8]=[CH:7][CH:6]=[CH:5][CH:4]=1. (8) Given the product [CH3:1][O:2][C:3]([C:5]1[CH:14]=[CH:13][C:12]2[C:7](=[CH:8][CH:9]=[C:10]([O:42][CH3:43])[C:11]=2[CH2:15][N:16]2[C:22](=[O:23])[C@@H:21]([NH:24][C:25](=[O:37])[C@@H:26]([N:28]([C:30]([O:32][C:33]([CH3:35])([CH3:36])[CH3:34])=[O:31])[CH3:29])[CH3:27])[CH2:20][N:19]([C:82](=[O:89])[CH2:83][CH2:84][CH2:85][C:86](=[O:88])[CH3:87])[C:18]3[CH:38]=[CH:39][CH:40]=[CH:41][C:17]2=3)[CH:6]=1)=[O:4], predict the reactants needed to synthesize it. The reactants are: [CH3:1][O:2][C:3]([C:5]1[CH:14]=[CH:13][C:12]2[C:7](=[CH:8][CH:9]=[C:10]([O:42][CH3:43])[C:11]=2[CH2:15][N:16]2[C:22](=[O:23])[C@@H:21]([NH:24][C:25](=[O:37])[C@@H:26]([N:28]([C:30]([O:32][C:33]([CH3:36])([CH3:35])[CH3:34])=[O:31])[CH3:29])[CH3:27])[CH2:20][NH:19][C:18]3[CH:38]=[CH:39][CH:40]=[CH:41][C:17]2=3)[CH:6]=1)=[O:4].C(OC(=O)N([C@H](C(=O)N[C@@H]1C(=O)N(CC2C3C(=CC(Br)=CC=3)C=CC=2OC)C2C=CC=CC=2N([C:82](=[O:89])[CH2:83][CH2:84][CH2:85][C:86](=[O:88])[CH3:87])C1)C)C)(C)(C)C.